This data is from Reaction yield outcomes from USPTO patents with 853,638 reactions. The task is: Predict the reaction yield, written as a fraction of the theoretical maximum amount of product (1.0 means a 100% yield; for example, 0.34 means a 34% yield). (1) The reactants are Cl[C:2]1[C:3]2[C:10]([Cl:11])=[CH:9][S:8][C:4]=2[N:5]=[CH:6][N:7]=1.[NH2:12][CH2:13][CH2:14][C:15]1[CH:20]=[CH:19][C:18]([OH:21])=[C:17]([O:22][CH3:23])[CH:16]=1.C(N(CC)CC)C. The catalyst is CN(C=O)C.O. The product is [Cl:11][C:10]1[C:3]2[C:2]([NH:12][CH2:13][CH2:14][C:15]3[CH:20]=[CH:19][C:18]([OH:21])=[C:17]([O:22][CH3:23])[CH:16]=3)=[N:7][CH:6]=[N:5][C:4]=2[S:8][CH:9]=1. The yield is 0.760. (2) The reactants are Br[C:2]1[C:11]2[CH:12]([CH2:14][N:15]3[CH2:20][CH2:19][CH:18]([N:21]([CH2:29][C:30]4[N:35]=[CH:34][C:33]5[O:36][CH2:37][CH2:38][O:39][C:32]=5[CH:31]=4)[C:22](=[O:28])[O:23][C:24]([CH3:27])([CH3:26])[CH3:25])[CH2:17][CH2:16]3)[CH2:13][N:9]3[C:10]=2[C:5]([CH:6]=[CH:7][C:8]3=[O:40])=[CH:4][CH:3]=1.[Cu][C:42]#[N:43]. The catalyst is CN(C)C=O. The product is [C:42]([C:2]1[C:11]2[CH:12]([CH2:14][N:15]3[CH2:20][CH2:19][CH:18]([N:21]([CH2:29][C:30]4[N:35]=[CH:34][C:33]5[O:36][CH2:37][CH2:38][O:39][C:32]=5[CH:31]=4)[C:22](=[O:28])[O:23][C:24]([CH3:25])([CH3:26])[CH3:27])[CH2:17][CH2:16]3)[CH2:13][N:9]3[C:10]=2[C:5]([CH:6]=[CH:7][C:8]3=[O:40])=[CH:4][CH:3]=1)#[N:43]. The yield is 0.480. (3) The reactants are [C:1]([C:3]1[CH:22]=[CH:21][C:6]([CH2:7][N:8]2[C:16]3[C:11](=[CH:12][CH:13]=[CH:14][C:15]=3[F:17])[C:10]([C:18]([OH:20])=O)=[N:9]2)=[CH:5][CH:4]=1)#[N:2].C(N(CC)C(C)C)(C)C.CN(C(ON1N=NC2C=CC=NC1=2)=[N+](C)C)C.F[P-](F)(F)(F)(F)F.Cl.[NH2:57][C@@H:58]([C:65]([CH3:68])([CH3:67])[CH3:66])[C:59]([NH:61][CH2:62][CH2:63][OH:64])=[O:60]. The catalyst is CN(C=O)C.O. The product is [C:1]([C:3]1[CH:4]=[CH:5][C:6]([CH2:7][N:8]2[C:16]3[C:11](=[CH:12][CH:13]=[CH:14][C:15]=3[F:17])[C:10]([C:18]([NH:57][C@H:58]([C:59]([NH:61][CH2:62][CH2:63][OH:64])=[O:60])[C:65]([CH3:68])([CH3:66])[CH3:67])=[O:20])=[N:9]2)=[CH:21][CH:22]=1)#[N:2]. The yield is 0.800. (4) The reactants are O1CCCC1.[F:6][C:7]1[CH:8]=[C:9]([CH2:22][C:23](Cl)=[N:24][OH:25])[CH:10]=[CH:11][C:12]=1[O:13][CH2:14][C:15]1[CH:20]=[CH:19][C:18]([F:21])=[CH:17][N:16]=1.[C:27]([C:29]1[C:30]([NH2:35])=[N:31][CH:32]=[CH:33][CH:34]=1)#[CH:28].C(N(CC)CC)C. The catalyst is O. The product is [F:6][C:7]1[CH:8]=[C:9]([CH:10]=[CH:11][C:12]=1[O:13][CH2:14][C:15]1[CH:20]=[CH:19][C:18]([F:21])=[CH:17][N:16]=1)[CH2:22][C:23]1[CH:28]=[C:27]([C:29]2[C:30]([NH2:35])=[N:31][CH:32]=[CH:33][CH:34]=2)[O:25][N:24]=1. The yield is 0.135. (5) The reactants are [CH3:1][N:2]1[CH2:7][CH2:6][C:5]2[N:8]=[C:9]([NH2:11])[S:10][C:4]=2[CH2:3]1.Br[C:13]1[C:14](=[O:21])[N:15]([CH3:20])[CH:16]=[C:17]([Br:19])[CH:18]=1. No catalyst specified. The product is [Br:19][C:17]1[CH:18]=[C:13]([NH:11][C:9]2[S:10][C:4]3[CH2:3][N:2]([CH3:1])[CH2:7][CH2:6][C:5]=3[N:8]=2)[C:14](=[O:21])[N:15]([CH3:20])[CH:16]=1. The yield is 0.520. (6) The reactants are Cl.[CH2:2]([O:4][C:5]([CH2:7][N:8]1[CH2:13][C:12]2[CH:14]=[C:15](/[CH:18]=[CH:19]/[C:20]([OH:22])=O)[CH:16]=[N:17][C:11]=2[NH:10][C:9]1=[O:23])=[O:6])[CH3:3].Cl.[CH3:25][N:26]1[CH2:32][C:31]2[CH:33]=[C:34](/[CH:37]=[CH:38]/[C:39](O)=O)C=N[C:30]=2[NH:29][C:28](=O)[CH2:27]1.CNCC1N(C)C2C(C=1)=CC=CC=2.CNCC1C=CC2C(=CC=CC=2)C=1CCC. No catalyst specified. The product is [CH2:2]([O:4][C:5](=[O:6])[CH2:7][N:8]1[CH2:13][C:12]2[CH:14]=[C:15](/[CH:18]=[CH:19]/[C:20](=[O:22])[N:29]([CH3:30])[CH2:28][C:27]3[N:26]([CH3:25])[C:32]4[C:38]([CH:39]=3)=[CH:37][CH:34]=[CH:33][CH:31]=4)[CH:16]=[N:17][C:11]=2[NH:10][C:9]1=[O:23])[CH3:3]. The yield is 0.890. (7) The reactants are C([N:4]1[C:12]2[C:7](=[CH:8][CH:9]=[C:10]([NH:13][C:14]([C:16]3[C:25](=[O:26])[C:24]4[C:19](=[CH:20][CH:21]=[CH:22][CH:23]=4)[NH:18][CH:17]=3)=[O:15])[CH:11]=2)[CH2:6][CH2:5]1)(=O)C.[OH-].[Na+]. The catalyst is C(O)C. The product is [NH:4]1[C:12]2[C:7](=[CH:8][CH:9]=[C:10]([NH:13][C:14]([C:16]3[C:25](=[O:26])[C:24]4[C:19](=[CH:20][CH:21]=[CH:22][CH:23]=4)[NH:18][CH:17]=3)=[O:15])[CH:11]=2)[CH2:6][CH2:5]1. The yield is 0.200. (8) The reactants are [CH3:1][O:2][C:3]1[C:12]([NH:13][C:14](=[O:18])OCC)=[N:11][C:10]2[C:5](=[CH:6][C:7]([O:21][CH3:22])=[C:8]([O:19][CH3:20])[CH:9]=2)[N:4]=1.[CH3:23][O:24][C:25]1[CH:26]=[C:27]([N:31]2[CH2:36][CH2:35][NH:34][CH2:33][CH2:32]2)[CH:28]=[CH:29][CH:30]=1.C1CCN2C(=NCCC2)CC1. The catalyst is O1CCCC1. The product is [CH3:1][O:2][C:3]1[C:12]([NH:13][C:14]([N:34]2[CH2:33][CH2:32][N:31]([C:27]3[CH:28]=[CH:29][CH:30]=[C:25]([O:24][CH3:23])[CH:26]=3)[CH2:36][CH2:35]2)=[O:18])=[N:11][C:10]2[C:5](=[CH:6][C:7]([O:21][CH3:22])=[C:8]([O:19][CH3:20])[CH:9]=2)[N:4]=1. The yield is 0.640. (9) The reactants are [OH:1][C:2]1[C:15]2[C:14](=[O:16])[C:13]3[C:8](=[C:9]([OH:20])[CH:10]=[CH:11][C:12]=3[N+:17]([O-])=O)[C:7](=[O:21])[C:6]=2[C:5]([N+:22]([O-:24])=[O:23])=[CH:4][CH:3]=1.[CH3:25][C:26]1[CH:32]=[CH:31][CH:30]=[CH:29][C:27]=1N. The catalyst is CC(N(C)C)=O. The product is [CH3:25][C:26]1[CH:32]=[CH:31][CH:30]=[CH:29][C:27]=1[NH:17][C:12]1[CH:11]=[CH:10][C:9]([OH:20])=[C:8]2[C:13]=1[C:14](=[O:16])[C:15]1[C:2]([OH:1])=[CH:3][CH:4]=[C:5]([N+:22]([O-:24])=[O:23])[C:6]=1[C:7]2=[O:21]. The yield is 0.330.